This data is from Peptide-MHC class I binding affinity with 185,985 pairs from IEDB/IMGT. The task is: Regression. Given a peptide amino acid sequence and an MHC pseudo amino acid sequence, predict their binding affinity value. This is MHC class I binding data. (1) The peptide sequence is YIFFASFYY. The MHC is HLA-A02:03 with pseudo-sequence HLA-A02:03. The binding affinity (normalized) is 0.253. (2) The peptide sequence is AANEIRISK. The MHC is HLA-B07:02 with pseudo-sequence HLA-B07:02. The binding affinity (normalized) is 0.0847. (3) The peptide sequence is YRYLRHGKL. The MHC is HLA-A11:01 with pseudo-sequence HLA-A11:01. The binding affinity (normalized) is 0.0847.